From a dataset of Reaction yield outcomes from USPTO patents with 853,638 reactions. Predict the reaction yield, written as a fraction of the theoretical maximum amount of product (1.0 means a 100% yield; for example, 0.34 means a 34% yield). The reactants are [F:1][C:2]1[C:7]([CH:8]=O)=[CH:6][CH:5]=[C:4]([F:10])[C:3]=1[C:11]1[N:16]=[C:15]([C:17]([O:19][CH3:20])=[O:18])[CH:14]=[CH:13][C:12]=1[F:21].[H-].[Na+].[CH2:24]1COCC1. The catalyst is [Br-].C[P+](C1C=CC=CC=1)(C1C=CC=CC=1)C1C=CC=CC=1. The product is [F:1][C:2]1[C:7]([CH:8]=[CH2:24])=[CH:6][CH:5]=[C:4]([F:10])[C:3]=1[C:11]1[N:16]=[C:15]([C:17]([O:19][CH3:20])=[O:18])[CH:14]=[CH:13][C:12]=1[F:21]. The yield is 0.590.